From a dataset of Full USPTO retrosynthesis dataset with 1.9M reactions from patents (1976-2016). Predict the reactants needed to synthesize the given product. (1) Given the product [CH3:9][Si:15]([CH3:17])([CH3:16])[CH2:1][CH2:2][CH2:3][CH2:4][CH2:5][CH2:6][CH2:7][CH3:8], predict the reactants needed to synthesize it. The reactants are: [CH2:1]=[CH:2][CH2:3][CH2:4][CH2:5][CH2:6][CH2:7][CH3:8].[CH:9]1([Si:15](C)([CH3:17])[CH3:16])C=CCC=C1. (2) Given the product [SH:45][CH2:2][CH2:3][N:4]([CH2:19][C:20]1[CH:25]=[CH:24][CH:23]=[CH:22][CH:21]=1)[S:5]([C:8]1[CH:13]=[CH:12][C:11]([O:14][CH2:15][CH2:16][CH2:17][CH3:18])=[CH:10][CH:9]=1)(=[O:7])=[O:6], predict the reactants needed to synthesize it. The reactants are: O[CH2:2][CH2:3][N:4]([CH2:19][C:20]1[CH:25]=[CH:24][CH:23]=[CH:22][CH:21]=1)[S:5]([C:8]1[CH:13]=[CH:12][C:11]([O:14][CH2:15][CH2:16][CH2:17][CH3:18])=[CH:10][CH:9]=1)(=[O:7])=[O:6].C1(P(C2C=CC=CC=2)C2C=CC=CC=2)C=CC=CC=1.[S:45]1C=CC=C1CC(O)=O.